Dataset: hERG potassium channel inhibition data for cardiac toxicity prediction from Karim et al.. Task: Regression/Classification. Given a drug SMILES string, predict its toxicity properties. Task type varies by dataset: regression for continuous values (e.g., LD50, hERG inhibition percentage) or binary classification for toxic/non-toxic outcomes (e.g., AMES mutagenicity, cardiotoxicity, hepatotoxicity). Dataset: herg_karim. (1) The drug is O=C(c1cccc(S(=O)(=O)C2CCc3ccccc3C2)c1)N1CCO[C@H](c2ccc(F)cc2)C1. The result is 1 (blocker). (2) The drug is Cc1ccccc1C1CCN(C[C@@H]2CCc3cccnc3[C@@H](O)C2)CC1. The result is 1 (blocker). (3) The drug is OC(Cn1cncn1)(Cn1cncn1)c1ccc(F)cc1F. The result is 0 (non-blocker). (4) The drug is COC(=O)C(CCCN(C)CCCc1nc2ccccc2[nH]1)(c1ccc(Br)cc1)C(C)C. The result is 1 (blocker). (5) The molecule is CC1(c2cc(C(F)(F)F)cc(C(F)(F)F)c2)CCN(C2(c3ccccc3)CCC(N3CCN(c4ccccc4Cl)C(=O)C3)CC2)C1=O. The result is 1 (blocker). (6) The compound is CN1CC2CC1CN2c1cnc(-c2ccc3[nH]ccc3c2)cn1. The result is 0 (non-blocker). (7) The result is 1 (blocker). The compound is Fc1ccccc1Cn1ccc2c(OC3CCN(Cc4cscn4)CC3)ncnc21.